From a dataset of M1 muscarinic receptor agonist screen with 61,833 compounds. Binary Classification. Given a drug SMILES string, predict its activity (active/inactive) in a high-throughput screening assay against a specified biological target. The drug is FC(F)(F)c1cc(N2CCN(CC2)c2n3nc(nc3nc(c2)C)C)ccc1. The result is 0 (inactive).